This data is from TCR-epitope binding with 47,182 pairs between 192 epitopes and 23,139 TCRs. The task is: Binary Classification. Given a T-cell receptor sequence (or CDR3 region) and an epitope sequence, predict whether binding occurs between them. (1) The epitope is ALSKGVHFV. The TCR CDR3 sequence is CASSLGTGAIYEQYF. Result: 0 (the TCR does not bind to the epitope). (2) The epitope is TLVPQEHYV. The TCR CDR3 sequence is CASKRTDISGANVLTF. Result: 0 (the TCR does not bind to the epitope). (3) The epitope is NLSALGIFST. The TCR CDR3 sequence is CASTFGGPNSPLHF. Result: 1 (the TCR binds to the epitope). (4) The epitope is LLLGIGILV. The TCR CDR3 sequence is CASSQGPASGGELFF. Result: 1 (the TCR binds to the epitope). (5) The epitope is ELAGIGILTV. The TCR CDR3 sequence is CASSQESLSSYNEQFF. Result: 0 (the TCR does not bind to the epitope). (6) The epitope is KLGGALQAK. The TCR CDR3 sequence is CASSLSGGYQPQHF. Result: 1 (the TCR binds to the epitope). (7) The epitope is TAFTIPSI. The TCR CDR3 sequence is CASSQSRGSGNTIYF. Result: 0 (the TCR does not bind to the epitope). (8) The epitope is KLGGALQAK. The TCR CDR3 sequence is CASSSGTAYGYTF. Result: 0 (the TCR does not bind to the epitope). (9) The epitope is YEGNSPFHPL. The TCR CDR3 sequence is CATSDPRDTEETQYF. Result: 1 (the TCR binds to the epitope).